Task: Predict the reaction yield, written as a fraction of the theoretical maximum amount of product (1.0 means a 100% yield; for example, 0.34 means a 34% yield).. Dataset: Reaction yield outcomes from USPTO patents with 853,638 reactions (1) The reactants are [CH:1]([N:3]1[C:15]2[CH:14]=[CH:13][CH:12]=[CH:11][C:10]=2[C:9]2[C:4]1=[CH:5][CH:6]=[CH:7][CH:8]=2)=[CH2:2].[CH:16]12B[CH:20]([CH2:21][CH2:22][CH2:23]1)[CH2:19][CH2:18][CH2:17]2.[OH-].[Na+].Br[C:28]1[CH:29]=[CH:30][C:31]2[NH:32][C:33]3[C:38]([C:39]=2[CH:40]=1)=[CH:37][C:36](Br)=[CH:35][CH:34]=3. The catalyst is O1CCCC1.C1(P(C2C=CC=CC=2)[C-]2C=CC=C2)C=CC=CC=1.[C-]1(P(C2C=CC=CC=2)C2C=CC=CC=2)C=CC=C1.[Fe+2].Cl[Pd]Cl.O. The product is [CH:14]1[C:15]2[N:3]([CH2:1][CH2:2][C:28]3[CH:29]=[CH:30][C:31]4[NH:32][C:33]5[C:38]([C:39]=4[CH:40]=3)=[CH:37][C:36]([CH2:2][CH2:1][N:3]3[C:17]4[CH:18]=[CH:19][CH:20]=[CH:21][C:22]=4[C:23]4[C:16]3=[CH:9][CH:4]=[CH:5][CH:6]=4)=[CH:35][CH:34]=5)[C:4]3[C:9](=[CH:8][CH:7]=[CH:6][CH:5]=3)[C:10]=2[CH:11]=[CH:12][CH:13]=1. The yield is 0.640. (2) The reactants are [CH2:1]([C@H:4]1[NH:11][CH2:10][C:9]2[CH:12]=[CH:13][CH:14]=[CH:15][C:8]=2[CH2:7][O:6][CH2:5]1)[CH:2]=[CH2:3].[N:16]1[C:25]2[C:20](=[CH:21][CH:22]=[CH:23][C:24]=2[S:26](Cl)(=[O:28])=[O:27])[CH:19]=[CH:18][CH:17]=1. The catalyst is CN(C1C=CN=CC=1)C.C(Cl)Cl. The product is [CH2:1]([C@H:4]1[N:11]([S:26]([C:24]2[CH:23]=[CH:22][CH:21]=[C:20]3[C:25]=2[N:16]=[CH:17][CH:18]=[CH:19]3)(=[O:27])=[O:28])[CH2:10][C:9]2[CH:12]=[CH:13][CH:14]=[CH:15][C:8]=2[CH2:7][O:6][CH2:5]1)[CH:2]=[CH2:3]. The yield is 0.560. (3) The yield is 0.910. The catalyst is CO. The product is [CH:26]1[C:27]2[C:7]3=[CH:6][C@H:5]([OH:4])[C@@H:10]([OH:11])[C@@H:9]([OH:15])[C@@H:8]3[NH:19][C:20](=[O:21])[C:22]=2[CH:23]=[C:24]2[O:30][CH2:29][O:28][C:25]=12. The reactants are CC([O:4][C@@H:5]1[C@@H:10]([O:11]C(C)=O)[C@@H:9]([O:15]C(C)=O)[C@@H:8]2[NH:19][C:20]([C:22]3[C:27]([C@H:7]2[CH2:6]1)=[CH:26][C:25]1[O:28][CH2:29][O:30][C:24]=1[CH:23]=3)=[O:21])=O.C(=O)([O-])[O-].[K+].[K+]. (4) The reactants are [Cl:1][C:2]1[C:3]([N:10]2[CH2:15][CH2:14][CH:13]([O:16][C:17]3[CH:22]=[CH:21][C:20]([N:23]4[CH:27]([CH2:28][C:29]#[N:30])[CH:26]([CH2:31][CH3:32])[C:25]([C:33]([F:36])([F:35])[F:34])=[N:24]4)=[CH:19][CH:18]=3)[CH:12]([CH3:37])[CH2:11]2)=[CH:4][C:5]([O:8][CH3:9])=[N:6][CH:7]=1.C(C1C(CC#N)N(C2C=CC(O)=CC=2)N=C1C(F)(F)F)C.ClC1C(N2CC[C@H](O)[C@H](C)C2)=CC(OC)=NC=1.C1(P(C2C=CC=CC=2)C2C=CC=CC=2)C=CC=CC=1.N(/C(OC(C)(C)C)=O)=N\C(OC(C)(C)C)=O.C([O-])(O)=O.[Na+]. The catalyst is C1COCC1. The product is [Cl:1][C:2]1[C:3]([N:10]2[CH2:15][CH2:14][CH:13]([O:16][C:17]3[CH:22]=[CH:21][C:20]([N:23]4[C@@H:27]([CH2:28][C:29]#[N:30])[C@H:26]([CH2:31][CH3:32])[C:25]([C:33]([F:36])([F:34])[F:35])=[N:24]4)=[CH:19][CH:18]=3)[CH:12]([CH3:37])[CH2:11]2)=[CH:4][C:5]([O:8][CH3:9])=[N:6][CH:7]=1. The yield is 0.260. (5) The reactants are Cl[C:2]1[CH:7]=[C:6]([C:8]2[CH:13]=[CH:12][CH:11]=[C:10]([C:14]#[C:15][C@:16]3([OH:23])[CH2:20][CH2:19][N:18]([CH3:21])[C:17]3=[O:22])[CH:9]=2)[N:5]=[C:4]([C:24]([O:26][CH2:27][CH3:28])=[O:25])[CH:3]=1.C([Sn](CCCC)(CCCC)[C:34]1[CH:39]=[N:38][CH:37]=[CH:36][N:35]=1)CCC.COC1C=CC=C(OC)C=1C1C=CC=CC=1P(C1CCCCC1)C1CCCCC1. The catalyst is O1CCOCC1.CC([O-])=O.CC([O-])=O.[Pd+2]. The product is [OH:23][C@@:16]1([C:15]#[C:14][C:10]2[CH:9]=[C:8]([C:6]3[N:5]=[C:4]([C:24]([O:26][CH2:27][CH3:28])=[O:25])[CH:3]=[C:2]([C:34]4[CH:39]=[N:38][CH:37]=[CH:36][N:35]=4)[CH:7]=3)[CH:13]=[CH:12][CH:11]=2)[CH2:20][CH2:19][N:18]([CH3:21])[C:17]1=[O:22]. The yield is 0.630. (6) The reactants are [F:1][C:2]1[CH:7]=[CH:6][C:5]([S:8]([N:11]2[CH2:16][CH2:15][CH:14]([NH:17][C:18]3[N:23]=[C:22](Cl)[N:21]=[C:20]([O:25][CH2:26][C:27]([F:30])([F:29])[F:28])[N:19]=3)[CH2:13][CH2:12]2)(=[O:10])=[O:9])=[CH:4][CH:3]=1.[F:31][C:32]1[CH:37]=[CH:36][C:35](B(O)O)=[CH:34][CH:33]=1.C([O-])([O-])=O.[Na+].[Na+]. The catalyst is O1CCOCC1.O.C1C=CC([P]([Pd]([P](C2C=CC=CC=2)(C2C=CC=CC=2)C2C=CC=CC=2)([P](C2C=CC=CC=2)(C2C=CC=CC=2)C2C=CC=CC=2)[P](C2C=CC=CC=2)(C2C=CC=CC=2)C2C=CC=CC=2)(C2C=CC=CC=2)C2C=CC=CC=2)=CC=1. The product is [F:1][C:2]1[CH:7]=[CH:6][C:5]([S:8]([N:11]2[CH2:16][CH2:15][CH:14]([NH:17][C:18]3[N:23]=[C:22]([C:35]4[CH:36]=[CH:37][C:32]([F:31])=[CH:33][CH:34]=4)[N:21]=[C:20]([O:25][CH2:26][C:27]([F:30])([F:29])[F:28])[N:19]=3)[CH2:13][CH2:12]2)(=[O:10])=[O:9])=[CH:4][CH:3]=1. The yield is 0.380.